This data is from Full USPTO retrosynthesis dataset with 1.9M reactions from patents (1976-2016). The task is: Predict the reactants needed to synthesize the given product. (1) Given the product [CH3:20][C:12]1[C:13]2[O:17][CH2:16][O:15][C:14]=2[CH:18]=[CH:19][C:11]=1[C:9](=[O:10])[CH2:5][C:4]([O:3][CH2:2][CH3:1])=[O:21], predict the reactants needed to synthesize it. The reactants are: [CH3:1][C:2]1(C)OC(=O)[CH:5]([C:9]([C:11]2[CH:19]=[CH:18][C:14]3[O:15][CH2:16][O:17][C:13]=3[C:12]=2[CH3:20])=[O:10])[C:4](=[O:21])[O:3]1. (2) Given the product [CH3:19][O:18][C:15]1[CH:16]=[CH:17][C:12]([C:10]2[O:11][C:4]3[C:3]([C:8](=[O:20])[CH:9]=2)=[CH:2][CH:7]=[CH:6][CH:5]=3)=[CH:13][CH:14]=1, predict the reactants needed to synthesize it. The reactants are: O[C:2]1[CH:7]=[CH:6][CH:5]=[CH:4][C:3]=1[C:8](=[O:20])[CH2:9][C:10]([C:12]1[CH:17]=[CH:16][C:15]([O:18][CH3:19])=[CH:14][CH:13]=1)=[O:11].B(Br)(Br)Br.CO. (3) Given the product [CH2:22]([C@@H:18]1[O:17][C:16](=[O:24])[CH2:15][C@H:14]2[C@H:25]3[C@@H:33]([CH:34]=[C:13]2[C:12](=[O:49])[C@H:11]([CH3:50])[C@@H:10]([NH:9][C:6]([C:2]2[O:1][CH:5]=[CH:4][CH:3]=2)=[O:7])[CH2:21][CH2:20][CH2:19]1)[C@H:32]1[C@@H:28]([CH2:29][C@@H:30]([O:35][CH:36]2[C@H:41]([O:42][CH3:43])[C@H:40]([O:44][CH3:45])[CH:39]([O:46][CH3:47])[C@H:38]([CH3:48])[O:37]2)[CH2:31]1)[CH:27]=[CH:26]3)[CH3:23], predict the reactants needed to synthesize it. The reactants are: [O:1]1[CH:5]=[CH:4][CH:3]=[C:2]1[C:6](Cl)=[O:7].[NH2:9][CH:10]1[CH2:21][CH2:20][CH2:19][C@H:18]([CH2:22][CH3:23])[O:17][C:16](=[O:24])[CH2:15][C@H:14]2[C@H:25]3[C@@H:33]([CH:34]=[C:13]2[C:12](=[O:49])[C@@H:11]1[CH3:50])[C@H:32]1[C@@H:28]([CH2:29][C@@H:30]([O:35][C@H:36]2[C@H:41]([O:42][CH3:43])[CH:40]([O:44][CH3:45])[C@@H:39]([O:46][CH3:47])[C@H:38]([CH3:48])[O:37]2)[CH2:31]1)[CH:27]=[CH:26]3.NC1CCC[C@H](CC)OC(=O)C[C@H]2[C@H]3[C@@H](C=C2C(=O)[C@@H]1C)[C@H]1[C@@H](C[C@@H](O[C@H]2[C@H](OC)C(OC)[C@@H](OC)[C@H](C)O2)C1)C(C)=C3.CCN(C(C)C)C(C)C.C([O-])(O)=O.[Na+]. (4) The reactants are: [Br:1][C:2]1[S:3][C:4]([CH2:7]Br)=[CH:5][N:6]=1.[NH:9]1[CH:13]=[CH:12][N:11]=[CH:10]1.C([O-])([O-])=O.[K+].[K+]. Given the product [N:9]1([CH2:7][C:4]2[S:3][C:2]([Br:1])=[N:6][CH:5]=2)[CH:13]=[CH:12][N:11]=[CH:10]1, predict the reactants needed to synthesize it. (5) The reactants are: [O:1]1CCO[CH:2]1[C:6]1[CH:15]=[C:14]2[C:9]([C:10](=[O:22])[C:11]([C:17]([O:19][CH2:20][CH3:21])=[O:18])=[CH:12][N:13]2[CH3:16])=[CH:8][CH:7]=1.O. Given the product [CH:2]([C:6]1[CH:15]=[C:14]2[C:9]([C:10](=[O:22])[C:11]([C:17]([O:19][CH2:20][CH3:21])=[O:18])=[CH:12][N:13]2[CH3:16])=[CH:8][CH:7]=1)=[O:1], predict the reactants needed to synthesize it. (6) The reactants are: C([Li])[CH2:2][CH2:3][CH3:4].C[Si](N[Si](C)(C)C)(C)C.[C:15]1([C:37]2[CH:42]=[CH:41][CH:40]=[CH:39][CH:38]=2)[CH:20]=[CH:19][C:18]([CH2:21][C@H:22]2[N:26]([CH2:27]C3C=CC(OC)=CC=3)[C:25](=O)[CH2:24][CH2:23]2)=[CH:17][CH:16]=1.[C:43](Cl)(=O)C1C=CC=CC=1.[CH2:52]=[O:53].C([O-])([O-])=O.[K+].[K+].[OH2:60].[OH-:61].[Li+].P(=O)(O)(O)O.[Cl-].[Na+].[OH2:70]. Given the product [C:15]1([C:37]2[CH:38]=[CH:39][CH:40]=[CH:41][CH:42]=2)[CH:16]=[CH:17][C:18]([CH2:21][C@@H:22]([NH:26][C:27]([O:70][C:3]([CH3:2])([CH3:4])[CH3:43])=[O:61])[CH2:23][C:24](=[CH2:25])[C:52]([OH:60])=[O:53])=[CH:19][CH:20]=1, predict the reactants needed to synthesize it.